Task: Regression. Given a peptide amino acid sequence and an MHC pseudo amino acid sequence, predict their binding affinity value. This is MHC class II binding data.. Dataset: Peptide-MHC class II binding affinity with 134,281 pairs from IEDB (1) The peptide sequence is PIIIDQKYCPNKICT. The MHC is HLA-DQA10104-DQB10503 with pseudo-sequence HLA-DQA10104-DQB10503. The binding affinity (normalized) is 0.0377. (2) The peptide sequence is SKLKAEATTDGLGWY. The MHC is DRB1_1101 with pseudo-sequence DRB1_1101. The binding affinity (normalized) is 0.0940. (3) The peptide sequence is LLSYVIGLLPQGSVI. The MHC is DRB5_0101 with pseudo-sequence DRB5_0101. The binding affinity (normalized) is 0.542. (4) The peptide sequence is FFGQNTAAIAATEAQ. The MHC is DRB1_1201 with pseudo-sequence DRB1_1201. The binding affinity (normalized) is 0.197. (5) The peptide sequence is EKKKFAATQFEPLAA. The MHC is HLA-DQA10101-DQB10501 with pseudo-sequence HLA-DQA10101-DQB10501. The binding affinity (normalized) is 0.411. (6) The peptide sequence is CGSLIGMTNRATWAS. The MHC is DRB4_0103 with pseudo-sequence DRB4_0103. The binding affinity (normalized) is 0.733. (7) The peptide sequence is EAETMTPSGLVIPEN. The MHC is DRB1_0401 with pseudo-sequence DRB1_0401. The binding affinity (normalized) is 0. (8) The peptide sequence is LQIIDKIDAAFKVAA. The MHC is HLA-DQA10401-DQB10402 with pseudo-sequence HLA-DQA10401-DQB10402. The binding affinity (normalized) is 0.341.